Dataset: Reaction yield outcomes from USPTO patents with 853,638 reactions. Task: Predict the reaction yield, written as a fraction of the theoretical maximum amount of product (1.0 means a 100% yield; for example, 0.34 means a 34% yield). (1) The reactants are [CH3:1][O:2][C:3]1[CH:24]=[CH:23][C:6]([CH2:7][N:8]2[C:17](=[O:18])[C:16]3[C:11](=[CH:12][CH:13]=[C:14]([C:19](O)=[O:20])[CH:15]=3)[NH:10][C:9]2=[O:22])=[CH:5][CH:4]=1.[CH3:25][O:26][C:27]1[CH:34]=[CH:33][C:30]([CH2:31][NH2:32])=[CH:29][CH:28]=1. The catalyst is CS(C)=O. The product is [CH3:25][O:26][C:27]1[CH:34]=[CH:33][C:30]([CH2:31][NH:32][C:19]([C:14]2[CH:15]=[C:16]3[C:11](=[CH:12][CH:13]=2)[NH:10][C:9](=[O:22])[N:8]([CH2:7][C:6]2[CH:5]=[CH:4][C:3]([O:2][CH3:1])=[CH:24][CH:23]=2)[C:17]3=[O:18])=[O:20])=[CH:29][CH:28]=1. The yield is 0.820. (2) The yield is 0.630. The catalyst is ClCCl.C(OCC)(=O)C. The reactants are Cl.[CH3:2][C:3]1[CH:8]=[CH:7][CH:6]=[CH:5][C:4]=1[CH2:9][C:10]([CH:12]1[CH2:17][CH2:16][NH:15][CH2:14][CH2:13]1)=[O:11].[C:18]([O:22][C:23]1[C:32]([CH:33]=O)=[N:31][C:30]2[C:25](=[CH:26][CH:27]=[CH:28][CH:29]=2)[N:24]=1)([CH3:21])([CH3:20])[CH3:19].C(O[BH-](OC(=O)C)OC(=O)C)(=O)C.[Na+].C(=O)(O)[O-].[Na+]. The product is [C:18]([O:22][C:23]1[C:32]([CH2:33][N:15]2[CH2:14][CH2:13][CH:12]([C:10](=[O:11])[CH2:9][C:4]3[CH:5]=[CH:6][CH:7]=[CH:8][C:3]=3[CH3:2])[CH2:17][CH2:16]2)=[N:31][C:30]2[C:25]([N:24]=1)=[CH:26][CH:27]=[CH:28][CH:29]=2)([CH3:21])([CH3:20])[CH3:19]. (3) The reactants are [Br:1][C:2]1[C:3]([N:17]2[CH2:22][CH2:21][CH2:20][C@@H:19]([NH:23]C(=O)OC(C)(C)C)[CH2:18]2)=[C:4]2[C:10]([NH:11][C:12](=[O:16])[CH2:13][O:14][CH3:15])=[CH:9][NH:8][C:5]2=[N:6][CH:7]=1.O1CCOCC1.[ClH:37]. The catalyst is C(O)(C(F)(F)F)=O.CO. The product is [ClH:37].[NH2:23][C@@H:19]1[CH2:20][CH2:21][CH2:22][N:17]([C:3]2[C:2]([Br:1])=[CH:7][N:6]=[C:5]3[NH:8][CH:9]=[C:10]([NH:11][C:12](=[O:16])[CH2:13][O:14][CH3:15])[C:4]=23)[CH2:18]1. The yield is 0.550.